This data is from Full USPTO retrosynthesis dataset with 1.9M reactions from patents (1976-2016). The task is: Predict the reactants needed to synthesize the given product. (1) Given the product [F:17][C:14]1[CH:15]=[CH:16][C:11]2[N:12]([C:8]([C:4]3[N:3]=[C:2]([N:24]4[CH2:25][CH2:26][CH2:27][C@H:23]4[C:21]([O:20][CH3:19])=[O:22])[CH:7]=[CH:6][N:5]=3)=[CH:9][N:10]=2)[CH:13]=1, predict the reactants needed to synthesize it. The reactants are: Cl[C:2]1[CH:7]=[CH:6][N:5]=[C:4]([C:8]2[N:12]3[CH:13]=[C:14]([F:17])[CH:15]=[CH:16][C:11]3=[N:10][CH:9]=2)[N:3]=1.Cl.[CH3:19][O:20][C:21]([C@@H:23]1[CH2:27][CH2:26][CH2:25][NH:24]1)=[O:22].C(N(CC)CC)C. (2) The reactants are: [CH3:1][C:2]([CH3:9])=[CH:3][CH2:4][CH2:5][C@H:6]([OH:8])[CH3:7].CCN(C(C)C)C(C)C.[S:19](Cl)([CH3:22])(=[O:21])=[O:20]. Given the product [CH3:7][C@@H:6]([O:8][S:19]([CH3:22])(=[O:21])=[O:20])[CH2:5][CH2:4][CH:3]=[C:2]([CH3:9])[CH3:1], predict the reactants needed to synthesize it.